This data is from NCI-60 drug combinations with 297,098 pairs across 59 cell lines. The task is: Regression. Given two drug SMILES strings and cell line genomic features, predict the synergy score measuring deviation from expected non-interaction effect. (1) Drug 1: CCN(CC)CCCC(C)NC1=C2C=C(C=CC2=NC3=C1C=CC(=C3)Cl)OC. Drug 2: CC1CCCC2(C(O2)CC(NC(=O)CC(C(C(=O)C(C1O)C)(C)C)O)C(=CC3=CSC(=N3)C)C)C. Cell line: SK-MEL-2. Synergy scores: CSS=67.3, Synergy_ZIP=6.99, Synergy_Bliss=7.56, Synergy_Loewe=-7.31, Synergy_HSA=5.81. (2) Drug 1: CC1C(C(CC(O1)OC2CC(CC3=C2C(=C4C(=C3O)C(=O)C5=C(C4=O)C(=CC=C5)OC)O)(C(=O)C)O)N)O.Cl. Drug 2: CC1=C(C(=O)C2=C(C1=O)N3CC4C(C3(C2COC(=O)N)OC)N4)N. Cell line: RXF 393. Synergy scores: CSS=8.38, Synergy_ZIP=3.78, Synergy_Bliss=9.87, Synergy_Loewe=-3.88, Synergy_HSA=7.16. (3) Drug 1: CC1=C(C(CCC1)(C)C)C=CC(=CC=CC(=CC(=O)O)C)C. Drug 2: CC1C(C(CC(O1)OC2CC(OC(C2O)C)OC3=CC4=CC5=C(C(=O)C(C(C5)C(C(=O)C(C(C)O)O)OC)OC6CC(C(C(O6)C)O)OC7CC(C(C(O7)C)O)OC8CC(C(C(O8)C)O)(C)O)C(=C4C(=C3C)O)O)O)O. Cell line: HOP-92. Synergy scores: CSS=39.3, Synergy_ZIP=-1.62, Synergy_Bliss=-0.445, Synergy_Loewe=-10.8, Synergy_HSA=0.320.